This data is from Forward reaction prediction with 1.9M reactions from USPTO patents (1976-2016). The task is: Predict the product of the given reaction. Given the reactants [CH2:1]([CH:3]([CH2:27][CH3:28])[CH:4]([NH:17][C:18]1[CH:26]=[CH:25][C:21]([C:22](O)=[O:23])=[CH:20][CH:19]=1)[C:5]1[O:6][C:7]2[CH:14]=[CH:13][C:12]([O:15][CH3:16])=[CH:11][C:8]=2[C:9]=1[CH3:10])[CH3:2].Cl.[CH2:30]([O:32][C:33](=[O:37])[CH2:34][CH2:35][NH2:36])[CH3:31].O.ON1C2C=CC=CC=2N=N1.Cl.C(N=C=NCCCN(C)C)C.Cl, predict the reaction product. The product is: [CH2:27]([CH:3]([CH2:1][CH3:2])[CH:4]([NH:17][C:18]1[CH:26]=[CH:25][C:21]([C:22]([NH:36][CH2:35][CH2:34][C:33]([O:32][CH2:30][CH3:31])=[O:37])=[O:23])=[CH:20][CH:19]=1)[C:5]1[O:6][C:7]2[CH:14]=[CH:13][C:12]([O:15][CH3:16])=[CH:11][C:8]=2[C:9]=1[CH3:10])[CH3:28].